This data is from Full USPTO retrosynthesis dataset with 1.9M reactions from patents (1976-2016). The task is: Predict the reactants needed to synthesize the given product. (1) Given the product [CH3:14][S:11]([C:49]1[CH:50]=[CH:51][C:35]([C@H:36]([NH:37][C:28]([C:23]2[CH:22]=[CH:21][C:20]3[C:25](=[CH:26][CH:27]=[C:18]([O:17][CH3:16])[CH:19]=3)[CH:24]=2)=[O:30])[CH3:54])=[C:34]([NH2:33])[C:48]=1[CH3:53])(=[O:13])=[O:12], predict the reactants needed to synthesize it. The reactants are: N[C@@H](C1C=CC(N[S:11]([CH3:14])(=[O:13])=[O:12])=C(C)C=1)C.[CH3:16][O:17][C:18]1[CH:19]=[C:20]2[C:25](=[CH:26][CH:27]=1)[CH:24]=[C:23]([C:28]([OH:30])=O)[CH:22]=[CH:21]2.Cl.C[N:33](C)[CH2:34][CH2:35][CH2:36][N:37]=C=NCC.O.ON1[C:49]2[CH:50]=[CH:51]C=[CH:53][C:48]=2N=N1.[CH:54](N(CC)C(C)C)(C)C.C([O-])(O)=O.[Na+]. (2) Given the product [CH3:7][O:6][C:4]([C:3]1[CH:25]=[C:24]([O:26][C:27](=[O:12])[CH3:28])[C:19]2[C:16](=[C:15]([Br:14])[CH:22]=[CH:21][C:20]=2[F:23])[CH:17]=1)=[O:5], predict the reactants needed to synthesize it. The reactants are: [C:4]([O:6][CH3:7])(=[O:5])[CH2:3][CH2:3][C:4]([O:6][CH3:7])=[O:5].C[O-:12].[Na+].[Br:14][C:15]1[CH:22]=[CH:21][C:20]([F:23])=[CH:19][C:16]=1[CH:17]=O.[CH2:24]([O:26][CH2:27][CH3:28])[CH3:25]. (3) Given the product [CH3:30][NH:31][C:3]([C:5]1[C:6]([OH:29])=[C:7]2[C:12](=[CH:13][N:14]=1)[N:11]([CH2:15][C:16]1[CH:21]=[CH:20][CH:19]=[CH:18][CH:17]=1)[C:10](=[O:22])[C:9]([C:23]1[CH:24]=[CH:25][CH:26]=[CH:27][CH:28]=1)=[CH:8]2)=[O:2], predict the reactants needed to synthesize it. The reactants are: C[O:2][C:3]([C:5]1[C:6]([OH:29])=[C:7]2[C:12](=[CH:13][N:14]=1)[N:11]([CH2:15][C:16]1[CH:21]=[CH:20][CH:19]=[CH:18][CH:17]=1)[C:10](=[O:22])[C:9]([C:23]1[CH:28]=[CH:27][CH:26]=[CH:25][CH:24]=1)=[CH:8]2)=O.[CH3:30][NH2:31]. (4) The reactants are: [C:1]([O:5][C:6]([N:8]1[CH2:13][CH2:12][N:11](C(OCC2C=CC=CC=2)=O)[CH2:10][C@@H:9]1[CH2:24][C:25]([O:27][CH3:28])=[O:26])=[O:7])([CH3:4])([CH3:3])[CH3:2]. Given the product [C:1]([O:5][C:6]([N:8]1[CH2:13][CH2:12][NH:11][CH2:10][C@@H:9]1[CH2:24][C:25]([O:27][CH3:28])=[O:26])=[O:7])([CH3:4])([CH3:3])[CH3:2], predict the reactants needed to synthesize it.